Task: Predict the reaction yield, written as a fraction of the theoretical maximum amount of product (1.0 means a 100% yield; for example, 0.34 means a 34% yield).. Dataset: Reaction yield outcomes from USPTO patents with 853,638 reactions (1) The reactants are [C:1]([O:5][C:6](=[O:19])[CH2:7][C:8]1[CH:13]=[CH:12][C:11]([N+:14]([O-])=O)=[C:10]([O:17][CH3:18])[CH:9]=1)([CH3:4])([CH3:3])[CH3:2].[NH4+].[Cl-]. The catalyst is CO.[Zn]. The product is [C:1]([O:5][C:6](=[O:19])[CH2:7][C:8]1[CH:13]=[CH:12][C:11]([NH2:14])=[C:10]([O:17][CH3:18])[CH:9]=1)([CH3:3])([CH3:4])[CH3:2]. The yield is 0.940. (2) The catalyst is CS(C)=O. The yield is 0.530. The reactants are C(OC([N:8]([C:10]1([C@@H:13]2[CH2:17][CH2:16][NH:15][CH2:14]2)[CH2:12][CH2:11]1)[CH3:9])=O)(C)(C)C.C(N(CC)CC)C.[CH:25]1([N:28]2[C:37]3[C:32](=[CH:33][CH:34]=[C:35](F)[C:36]=3[CH3:38])[C:31](=[O:40])[C:30]([C:41]([OH:43])=[O:42])=[CH:29]2)[CH2:27][CH2:26]1. The product is [CH:25]1([N:28]2[C:37]3[C:32](=[CH:33][CH:34]=[C:35]([N:15]4[CH2:16][CH2:17][C@@H:13]([C:10]5([NH:8][CH3:9])[CH2:11][CH2:12]5)[CH2:14]4)[C:36]=3[CH3:38])[C:31](=[O:40])[C:30]([C:41]([OH:43])=[O:42])=[CH:29]2)[CH2:26][CH2:27]1. (3) The reactants are [F:1][C:2]([F:19])([F:18])[C:3]1[N:8]=[C:7]([CH2:9][O:10][C:11]2[CH:16]=[CH:15][NH:14][C:13](=[O:17])[CH:12]=2)[CH:6]=[CH:5][CH:4]=1.Br[C:21]1[CH:26]=[CH:25][C:24]2[C:27]3[CH2:28][N:29]([C:35]([O:37][C:38]([CH3:41])([CH3:40])[CH3:39])=[O:36])[CH2:30][CH2:31][CH2:32][C:33]=3[O:34][C:23]=2[CH:22]=1.C([O-])([O-])=O.[Cs+].[Cs+].CN[C@@H]1CCCC[C@H]1NC. The catalyst is C1(C)C=CC=CC=1.[Cu]I. The product is [O:17]=[C:13]1[CH:12]=[C:11]([O:10][CH2:9][C:7]2[CH:6]=[CH:5][CH:4]=[C:3]([C:2]([F:1])([F:18])[F:19])[N:8]=2)[CH:16]=[CH:15][N:14]1[C:21]1[CH:26]=[CH:25][C:24]2[C:27]3[CH2:28][N:29]([C:35]([O:37][C:38]([CH3:41])([CH3:40])[CH3:39])=[O:36])[CH2:30][CH2:31][CH2:32][C:33]=3[O:34][C:23]=2[CH:22]=1. The yield is 0.790. (4) The reactants are C(C1C=CC(N)=CC=1)CC1C=CC(N)=CC=1.[C:17]([O:21][C:22]([N:24]1[CH2:28][CH2:27][CH2:26][CH:25]1C(O)=O)=[O:23])([CH3:20])([CH3:19])[CH3:18].C(OC(N1C2C(=CC=CC=2)C=CC1)=O)C. The catalyst is C(Cl)Cl. The product is [C:17]([O:21][C:22]([N:24]1[CH2:28][CH2:27][CH2:26][CH2:25]1)=[O:23])([CH3:20])([CH3:18])[CH3:19]. The yield is 0.970. (5) The reactants are C(OC([N:11]1[CH2:15][CH2:14][CH2:13][CH:12]1[CH:16]([NH:32][C:33]([O:35][C:36]([CH3:39])([CH3:38])[CH3:37])=[O:34])[C:17]1[CH:22]=[CH:21][C:20]([C:23](=[O:31])[NH:24][C:25]2[CH:30]=[CH:29][N:28]=[CH:27][CH:26]=2)=[CH:19][CH:18]=1)=O)C1C=CC=CC=1.[H][H]. The catalyst is CO.[Pd]. The product is [C:36]([O:35][C:33](=[O:34])[NH:32][CH:16]([C:17]1[CH:22]=[CH:21][C:20]([C:23](=[O:31])[NH:24][C:25]2[CH:26]=[CH:27][N:28]=[CH:29][CH:30]=2)=[CH:19][CH:18]=1)[CH:12]1[CH2:13][CH2:14][CH2:15][NH:11]1)([CH3:39])([CH3:37])[CH3:38]. The yield is 0.800.